Dataset: Forward reaction prediction with 1.9M reactions from USPTO patents (1976-2016). Task: Predict the product of the given reaction. Given the reactants CC1C=CC(C([O:8][C@H:9]2[C@@:13]([Cl:15])([F:14])[C@H:12]([N:16]3[CH:21]=[CH:20][C:19](=O)[NH:18][C:17]3=[O:23])[O:11][C@@H:10]2[CH2:24][O:25]C(=O)C2C=CC(C)=CC=2)=O)=CC=1.P(Cl)(Cl)(Cl)=O.[NH:42]1C=NC=N1.N, predict the reaction product. The product is: [NH2:42][C:19]1[CH:20]=[CH:21][N:16]([C@H:12]2[C@:13]([Cl:15])([F:14])[C@H:9]([OH:8])[C@@H:10]([CH2:24][OH:25])[O:11]2)[C:17](=[O:23])[N:18]=1.